Dataset: Peptide-MHC class II binding affinity with 134,281 pairs from IEDB. Task: Regression. Given a peptide amino acid sequence and an MHC pseudo amino acid sequence, predict their binding affinity value. This is MHC class II binding data. (1) The peptide sequence is KNVFDDVVPEKYTIG. The MHC is DRB1_0901 with pseudo-sequence DRB1_0901. The binding affinity (normalized) is 0.123. (2) The peptide sequence is EVWNRVWITNNPHMQ. The MHC is DRB3_0301 with pseudo-sequence DRB3_0301. The binding affinity (normalized) is 0.710.